From a dataset of Peptide-MHC class I binding affinity with 185,985 pairs from IEDB/IMGT. Regression. Given a peptide amino acid sequence and an MHC pseudo amino acid sequence, predict their binding affinity value. This is MHC class I binding data. (1) The peptide sequence is WLSDCGEAL. The MHC is HLA-A02:01 with pseudo-sequence HLA-A02:01. The binding affinity (normalized) is 0.498. (2) The peptide sequence is KSLYNTIATLY. The MHC is HLA-A30:01 with pseudo-sequence HLA-A30:01. The binding affinity (normalized) is 0.0847. (3) The peptide sequence is ATLLAVSGVY. The MHC is HLA-A30:02 with pseudo-sequence HLA-A30:02. The binding affinity (normalized) is 0.916.